Task: Predict which catalyst facilitates the given reaction.. Dataset: Catalyst prediction with 721,799 reactions and 888 catalyst types from USPTO (1) Reactant: [CH2:1]([O:8][CH2:9][CH:10]([NH:28][C:29](=[O:41])[CH2:30][CH2:31][CH2:32][CH2:33][NH:34][C:35]1[CH:40]=[CH:39][CH:38]=[CH:37][N:36]=1)[C:11]([NH:13][CH:14]([C:20]1[CH:25]=[C:24]([I:26])[CH:23]=[C:22]([Cl:27])[CH:21]=1)[CH2:15][C:16]([O:18]C)=[O:17])=[O:12])[C:2]1[CH:7]=[CH:6][CH:5]=[CH:4][CH:3]=1.O.C(#N)C. Product: [CH2:1]([O:8][CH2:9][CH:10]([NH:28][C:29](=[O:41])[CH2:30][CH2:31][CH2:32][CH2:33][NH:34][C:35]1[CH:40]=[CH:39][CH:38]=[CH:37][N:36]=1)[C:11]([NH:13][CH:14]([C:20]1[CH:25]=[C:24]([I:26])[CH:23]=[C:22]([Cl:27])[CH:21]=1)[CH2:15][C:16]([OH:18])=[O:17])=[O:12])[C:2]1[CH:3]=[CH:4][CH:5]=[CH:6][CH:7]=1. The catalyst class is: 273. (2) The catalyst class is: 8. Product: [Br:18][C:15]1[CH:16]=[CH:17][C:12]([CH:7]2[CH2:8][CH2:9][CH2:10][NH:11][C:6]2=[O:21])=[CH:13][CH:14]=1. Reactant: Cl.C(OC(=O)[CH2:6][CH:7]([C:12]1[CH:17]=[CH:16][C:15]([Br:18])=[CH:14][CH:13]=1)[CH2:8][CH2:9][CH2:10][NH2:11])C.C(=O)([O-])[O-:21].[K+].[K+]. (3) Reactant: [I:1][C:2]1[CH:8]=[CH:7][C:5]([NH2:6])=[CH:4][CH:3]=1.N1C=CC=CC=1.[C:15]1([S:21](Cl)(=[O:23])=[O:22])[CH:20]=[CH:19][CH:18]=[CH:17][CH:16]=1. Product: [I:1][C:2]1[CH:8]=[CH:7][C:5]([NH:6][S:21]([C:15]2[CH:20]=[CH:19][CH:18]=[CH:17][CH:16]=2)(=[O:23])=[O:22])=[CH:4][CH:3]=1. The catalyst class is: 10. (4) Reactant: [Br:1][C:2]1[C:11]2[N:10]=[CH:9][CH:8]=[CH:7][C:6]=2[C:5]([CH:12]=O)=[CH:4][CH:3]=1.[NH2:14][OH:15]. Product: [Br:1][C:2]1[C:11]2[N:10]=[CH:9][CH:8]=[CH:7][C:6]=2[C:5]([CH:12]=[N:14][OH:15])=[CH:4][CH:3]=1. The catalyst class is: 8. (5) Reactant: [Li+].[OH-].[N:3]1[C:7]2[CH:8]=[CH:9][CH:10]=[CH:11][C:6]=2[NH:5][C:4]=1[CH2:12][NH:13][C:14]([C:16]1[CH:17]=[CH:18][C:19]2[NH:25][CH:24]([CH2:26][C:27]([O:29]C)=[O:28])[C:23](=[O:31])[N:22]([CH3:32])[CH2:21][C:20]=2[CH:33]=1)=[O:15].CC#N.O. Product: [N:3]1[C:7]2[CH:8]=[CH:9][CH:10]=[CH:11][C:6]=2[NH:5][C:4]=1[CH2:12][NH:13][C:14]([C:16]1[CH:17]=[CH:18][C:19]2[NH:25][CH:24]([CH2:26][C:27]([OH:29])=[O:28])[C:23](=[O:31])[N:22]([CH3:32])[CH2:21][C:20]=2[CH:33]=1)=[O:15]. The catalyst class is: 20. (6) Reactant: O[C@@H:2]1[C@@H:7]2[O:8][CH:9]([C:12]3[CH:17]=[CH:16][CH:15]=[CH:14][CH:13]=3)[O:10][CH2:11][C@H:6]2[O:5][CH2:4][C@@H:3]1[O:18][C:19](=[O:21])[CH3:20].C([O-])(O)=O.[Na+].C(N(S(F)(F)[F:33])CC)C. Product: [F:33][C@H:2]1[C@@H:7]2[O:8][CH:9]([C:12]3[CH:17]=[CH:16][CH:15]=[CH:14][CH:13]=3)[O:10][CH2:11][C@H:6]2[O:5][CH2:4][C@@H:3]1[O:18][C:19](=[O:21])[CH3:20]. The catalyst class is: 2. (7) Reactant: FC(F)(F)S(O[C:7]1[C:11]2[C:12]([O:16][CH3:17])=[N:13][CH:14]=[CH:15][C:10]=2[N:9]([C:18]2[C:23]([F:24])=[CH:22][CH:21]=[CH:20][C:19]=2[F:25])[N:8]=1)(=O)=O.CC1(C)C(C)(C)OB([C:36]2[CH:41]=[CH:40][C:39]([N:42]3[CH2:47][CH2:46][O:45][CH2:44][C:43]3=[O:48])=[CH:38][CH:37]=2)O1.C(=O)([O-])[O-].[Na+].[Na+]. Product: [F:24][C:23]1[CH:22]=[CH:21][CH:20]=[C:19]([F:25])[C:18]=1[N:9]1[C:10]2[CH:15]=[CH:14][N:13]=[C:12]([O:16][CH3:17])[C:11]=2[C:7]([C:36]2[CH:37]=[CH:38][C:39]([N:42]3[CH2:47][CH2:46][O:45][CH2:44][C:43]3=[O:48])=[CH:40][CH:41]=2)=[N:8]1. The catalyst class is: 149. (8) Reactant: [CH2:1]([NH:8][CH:9]1[CH2:13][O:12][CH:11]2[CH:14]([O:17][CH2:18][C:19]3[CH:24]=[CH:23][CH:22]=[CH:21][CH:20]=3)[CH2:15][O:16][CH:10]12)[C:2]1[CH:7]=[CH:6][CH:5]=[CH:4][CH:3]=1.[CH2:25]=O. Product: [CH2:1]([N:8]([CH3:25])[CH:9]1[CH2:13][O:12][CH:11]2[CH:14]([O:17][CH2:18][C:19]3[CH:24]=[CH:23][CH:22]=[CH:21][CH:20]=3)[CH2:15][O:16][CH:10]12)[C:2]1[CH:3]=[CH:4][CH:5]=[CH:6][CH:7]=1. The catalyst class is: 106.